This data is from Catalyst prediction with 721,799 reactions and 888 catalyst types from USPTO. The task is: Predict which catalyst facilitates the given reaction. (1) Reactant: C(O)(=O)C.[NH2:5][C:6]1[CH:7]=[C:8]([C@H:29]2[CH2:34][CH2:33][C@H:32]([CH2:35][C:36]([O:38][CH3:39])=[O:37])[CH2:31][CH2:30]2)[CH:9]=[CH:10][C:11]=1[NH:12][C:13]([C:15]1[O:16][C:17]([NH:20][C:21]2[CH:26]=[CH:25][C:24]([F:27])=[C:23]([F:28])[CH:22]=2)=[N:18][N:19]=1)=O. Product: [F:28][C:23]1[CH:22]=[C:21]([NH:20][C:17]2[O:16][C:15]([C:13]3[NH:12][C:11]4[CH:10]=[CH:9][C:8]([C@H:29]5[CH2:34][CH2:33][C@H:32]([CH2:35][C:36]([O:38][CH3:39])=[O:37])[CH2:31][CH2:30]5)=[CH:7][C:6]=4[N:5]=3)=[N:19][N:18]=2)[CH:26]=[CH:25][C:24]=1[F:27]. The catalyst class is: 10. (2) Reactant: [Si:1]([O:8][CH:9]1[CH2:14][CH2:13][N:12]([C:15]2[C:16]([C:26](=O)[CH3:27])=[CH:17][C:18]([Cl:25])=[C:19]3[C:24]=2[N:23]=[CH:22][CH:21]=[CH:20]3)[CH2:11][CH2:10]1)([C:4]([CH3:7])([CH3:6])[CH3:5])([CH3:3])[CH3:2].C([O-])(=O)C.[NH4+].C([BH3-])#[N:35].[Na+]. Product: [Si:1]([O:8][CH:9]1[CH2:14][CH2:13][N:12]([C:15]2[C:16]([CH:26]([NH2:35])[CH3:27])=[CH:17][C:18]([Cl:25])=[C:19]3[C:24]=2[N:23]=[CH:22][CH:21]=[CH:20]3)[CH2:11][CH2:10]1)([C:4]([CH3:7])([CH3:6])[CH3:5])([CH3:3])[CH3:2]. The catalyst class is: 449. (3) Reactant: [CH3:1][O:2][C:3](=[O:35])[CH2:4][CH:5]1[C:14]2[C:9](=[C:10]([F:15])[CH:11]=[CH:12][CH:13]=2)[N:8]=[C:7]([C:16]2[CH:21]=[CH:20][C:19](Br)=[CH:18][CH:17]=2)[N:6]1[C:23]1[CH:28]=[C:27]([C:29]([F:32])([F:31])[F:30])[CH:26]=[CH:25][C:24]=1[O:33][CH3:34].[F:36][C:37]1[CH:38]=[C:39](B(O)O)[CH:40]=[CH:41][CH:42]=1.C(=O)([O-])[O-].[Na+].[Na+]. Product: [CH3:1][O:2][C:3](=[O:35])[CH2:4][CH:5]1[C:14]2[C:9](=[C:10]([F:15])[CH:11]=[CH:12][CH:13]=2)[N:8]=[C:7]([C:16]2[CH:21]=[CH:20][C:19]([C:41]3[CH:40]=[CH:39][CH:38]=[C:37]([F:36])[CH:42]=3)=[CH:18][CH:17]=2)[N:6]1[C:23]1[CH:28]=[C:27]([C:29]([F:32])([F:31])[F:30])[CH:26]=[CH:25][C:24]=1[O:33][CH3:34]. The catalyst class is: 600. (4) Reactant: [F:1][C:2]([F:16])([F:15])[O:3][C:4]1[CH:5]=[C:6]([CH:12]=[CH:13][CH:14]=1)[CH:7]=[CH:8][C:9]([OH:11])=[O:10]. Product: [F:1][C:2]([F:15])([F:16])[O:3][C:4]1[CH:5]=[C:6]([CH2:7][CH2:8][C:9]([OH:11])=[O:10])[CH:12]=[CH:13][CH:14]=1. The catalyst class is: 153. (5) Reactant: [C:1]([C:4]1[C:9]([C:10]2[CH:15]=[CH:14][CH:13]=[CH:12][CH:11]=2)=[N:8][N:7]([CH3:16])[C:6](=[O:17])[CH:5]=1)(=[O:3])[CH3:2]. Product: [OH:3][CH:1]([C:4]1[C:9]([C:10]2[CH:15]=[CH:14][CH:13]=[CH:12][CH:11]=2)=[N:8][N:7]([CH3:16])[C:6](=[O:17])[CH:5]=1)[CH3:2]. The catalyst class is: 36. (6) Product: [CH3:1][O:2][C:3](=[O:42])/[C:4](/[NH:13][C:14](=[O:41])[C:15]1[C:20]([CH3:21])=[CH:19][C:18]([C:22]([NH:24][CH2:25][C:26]2[CH:31]=[CH:30][CH:29]=[C:28]([OH:32])[CH:27]=2)=[O:23])=[CH:17][C:16]=1[CH3:40])=[CH:5]/[C:6]1[S:10][C:9]([CH3:11])=[N:8][C:7]=1[CH3:12]. The catalyst class is: 56. Reactant: [CH3:1][O:2][C:3](=[O:42])/[C:4](/[NH:13][C:14](=[O:41])[C:15]1[C:20]([CH3:21])=[CH:19][C:18]([C:22]([NH:24][CH2:25][C:26]2[CH:31]=[CH:30][CH:29]=[C:28]([O:32][Si](C(C)(C)C)(C)C)[CH:27]=2)=[O:23])=[CH:17][C:16]=1[CH3:40])=[CH:5]/[C:6]1[S:10][C:9]([CH3:11])=[N:8][C:7]=1[CH3:12].[F-].C([N+](CCCC)(CCCC)CCCC)CCC. (7) Reactant: [OH:1][C:2]1[CH:9]=[C:8]([OH:10])[CH:7]=[CH:6][C:3]=1[CH:4]=[O:5].C(=O)([O-])[O-].[K+].[K+].[CH2:17](Br)[C:18]1[CH:23]=[CH:22][CH:21]=[CH:20][CH:19]=1. Product: [CH2:17]([O:10][C:8]1[CH:7]=[CH:6][C:3]([CH:4]=[O:5])=[C:2]([OH:1])[CH:9]=1)[C:18]1[CH:23]=[CH:22][CH:21]=[CH:20][CH:19]=1. The catalyst class is: 10. (8) Reactant: [CH3:1][C:2]([CH3:7])([CH3:6])[CH2:3][CH:4]=O.[NH:8]1[CH2:13][CH2:12][C:11]2([C:22]3[C:17](=[CH:18][CH:19]=[CH:20][CH:21]=3)[C@@H:16]([NH:23][C:24](=[O:26])[CH3:25])[CH2:15][CH2:14]2)[CH2:10][CH2:9]1.C(O[BH-](OC(=O)C)OC(=O)C)(=O)C.[Na+].CO. The catalyst class is: 411. Product: [CH3:1][C:2]([CH3:7])([CH3:6])[CH2:3][CH2:4][N:8]1[CH2:13][CH2:12][C:11]2([C:22]3[C:17](=[CH:18][CH:19]=[CH:20][CH:21]=3)[C@@H:16]([NH:23][C:24](=[O:26])[CH3:25])[CH2:15][CH2:14]2)[CH2:10][CH2:9]1. (9) Reactant: C1CN([P+](Br)(N2CCCC2)N2CCCC2)CC1.F[P-](F)(F)(F)(F)F.[CH3:25][S:26]([C:29]1[CH:30]=[C:31]([CH:35]=[CH:36][CH:37]=1)[C:32]([OH:34])=O)(=[O:28])=[O:27].Cl.[NH:39]1[CH2:44][CH2:43][C:42](=[O:45])[CH2:41][CH2:40]1.CCN(C(C)C)C(C)C. Product: [CH3:25][S:26]([C:29]1[CH:30]=[C:31]([CH:35]=[CH:36][CH:37]=1)[C:32]([N:39]1[CH2:44][CH2:43][C:42](=[O:45])[CH2:41][CH2:40]1)=[O:34])(=[O:27])=[O:28]. The catalyst class is: 4.